The task is: Predict the reaction yield, written as a fraction of the theoretical maximum amount of product (1.0 means a 100% yield; for example, 0.34 means a 34% yield).. This data is from Reaction yield outcomes from USPTO patents with 853,638 reactions. (1) The reactants are Br[CH:2]([C:8]1[CH:13]=[CH:12][CH:11]=[CH:10][CH:9]=1)[C:3]([O:5]CC)=[O:4].[NH2:14][C:15]1[C:16]([CH3:21])=[CH:17][CH:18]=[CH:19][CH:20]=1.CCN(C(C)C)C(C)C.O.[OH-].[Li+].[ClH:34]. The catalyst is C(#N)C.O1CCOCC1.O. The product is [ClH:34].[C:8]1([CH:2]([NH:14][C:15]2[CH:20]=[CH:19][CH:18]=[CH:17][C:16]=2[CH3:21])[C:3]([OH:5])=[O:4])[CH:9]=[CH:10][CH:11]=[CH:12][CH:13]=1. The yield is 0.630. (2) The reactants are C[C:2]1([CH:14]=O)[CH:7]=[CH:6][C:5](N2CCCCC2)=[CH:4][CH2:3]1.[C:16]([N:23]1[CH2:28][CH2:27][NH:26][CH2:25][CH2:24]1)([O:18][C:19]([CH3:22])([CH3:21])[CH3:20])=[O:17].[C-:29]#[N:30].C([Al+][CH2:34][CH3:35])C. The catalyst is ClCCCl.[Ti+4]. The product is [C:29]([C:14]([CH:35]1[CH2:34][CH2:16][N:23]([CH3:28])[CH2:24][CH2:25]1)([C:2]1[CH:3]=[CH:4][CH:5]=[CH:6][CH:7]=1)[N:26]1[CH2:25][CH2:24][N:23]([C:16]([O:18][C:19]([CH3:22])([CH3:21])[CH3:20])=[O:17])[CH2:28][CH2:27]1)#[N:30]. The yield is 0.250. (3) The reactants are C([O:3][C:4]([C:6]1[NH:7][C:8]2[C:13]([C:14]=1[C:15]1[CH:20]=[CH:19][CH:18]=[C:17]([CH3:21])[CH:16]=1)=[CH:12][C:11]([NH:22][S:23]([C:26]1[CH:31]=[CH:30][C:29]([C:32]([CH3:35])([CH3:34])[CH3:33])=[CH:28][CH:27]=1)(=[O:25])=[O:24])=[CH:10][CH:9]=2)=[O:5])C.[OH-].[Na+]. The catalyst is C(O)C.O. The product is [C:32]([C:29]1[CH:28]=[CH:27][C:26]([S:23]([NH:22][C:11]2[CH:12]=[C:13]3[C:8](=[CH:9][CH:10]=2)[NH:7][C:6]([C:4]([OH:5])=[O:3])=[C:14]3[C:15]2[CH:20]=[CH:19][CH:18]=[C:17]([CH3:21])[CH:16]=2)(=[O:24])=[O:25])=[CH:31][CH:30]=1)([CH3:35])([CH3:34])[CH3:33]. The yield is 0.970. (4) The reactants are [C:1]([O:5][C:6](=[O:27])[N:7]([CH2:20][C:21]1[CH:26]=[CH:25][CH:24]=[CH:23][CH:22]=1)[CH2:8][C:9]1[CH:14]=[CH:13][C:12]([N+:15]([O-])=O)=[C:11]([O:18][CH3:19])[CH:10]=1)([CH3:4])([CH3:3])[CH3:2].[NH4+].[Cl-]. The catalyst is CO.[Zn]. The product is [C:1]([O:5][C:6](=[O:27])[N:7]([CH2:8][C:9]1[CH:14]=[CH:13][C:12]([NH2:15])=[C:11]([O:18][CH3:19])[CH:10]=1)[CH2:20][C:21]1[CH:26]=[CH:25][CH:24]=[CH:23][CH:22]=1)([CH3:4])([CH3:3])[CH3:2]. The yield is 0.850. (5) The reactants are [Cl:1][C:2]1[C:3](=[O:9])[NH:4][N:5]=[CH:6][C:7]=1[Cl:8].[C:10](=O)([O-])[O-].[K+].[K+].IC. The catalyst is C(#N)C. The product is [Cl:1][C:2]1[C:3](=[O:9])[N:4]([CH3:10])[N:5]=[CH:6][C:7]=1[Cl:8]. The yield is 0.760. (6) The reactants are [CH3:1][C:2]1[NH:7][C:6](=[O:8])[CH:5]=[CH:4][CH:3]=1.F[C:10]1[CH:17]=[CH:16][C:13]([CH:14]=[O:15])=[CH:12][CH:11]=1.C([O-])([O-])=O.[K+].[K+]. The catalyst is CN(C=O)C.O. The product is [CH3:1][C:2]1[N:7]=[C:6]([O:8][C:10]2[CH:17]=[CH:16][C:13]([CH:14]=[O:15])=[CH:12][CH:11]=2)[CH:5]=[CH:4][CH:3]=1. The yield is 0.830. (7) The reactants are C[O:2][C:3]1[CH:4]=[C:5]([CH2:9][CH2:10][C:11]2[CH:12]=[C:13]([NH:16][C:17]3[CH:22]=[CH:21][N:20]=[C:19]([NH:23][CH2:24][C:25]4[O:29][N:28]=[C:27]([CH3:30])[CH:26]=4)[N:18]=3)[NH:14][N:15]=2)[CH:6]=[CH:7][CH:8]=1.B(Br)(Br)Br.CO. The catalyst is C(Cl)Cl. The product is [CH3:30][C:27]1[CH:26]=[C:25]([CH2:24][NH:23][C:19]2[N:18]=[C:17]([NH:16][C:13]3[NH:14][N:15]=[C:11]([CH2:10][CH2:9][C:5]4[CH:4]=[C:3]([OH:2])[CH:8]=[CH:7][CH:6]=4)[CH:12]=3)[CH:22]=[CH:21][N:20]=2)[O:29][N:28]=1. The yield is 0.600.